This data is from Forward reaction prediction with 1.9M reactions from USPTO patents (1976-2016). The task is: Predict the product of the given reaction. (1) Given the reactants S(OC)(O[CH3:5])(=O)=O.[CH3:8][C:9]([CH3:25])([CH3:24])[C:10]([O:12][C:13]1[C:14]([C:20]([O:22][CH3:23])=[O:21])=[N:15][CH:16]=[N:17][C:18]=1[OH:19])=[O:11].C(=O)([O-])[O-].[Cs+].[Cs+], predict the reaction product. The product is: [CH3:8][C:9]([CH3:25])([CH3:24])[C:10]([O:12][C:13]1[C:18](=[O:19])[N:17]([CH3:5])[CH:16]=[N:15][C:14]=1[C:20]([O:22][CH3:23])=[O:21])=[O:11]. (2) Given the reactants [CH2:1]([C:3]1[O:7][C:6]([C:8]2[O:12][C:11]3[CH:13]=[CH:14][CH:15]=[C:16]([OH:17])[C:10]=3[CH:9]=2)=[N:5][CH:4]=1)[CH3:2].S(C1C=CC([N+]([O-])=O)=CC=1)(O[CH2:22][C@H:23]1[O:25][CH2:24]1)(=O)=O.C(=O)([O-])[O-].[K+].[K+], predict the reaction product. The product is: [CH2:1]([C:3]1[O:7][C:6]([C:8]2[O:12][C:11]3[CH:13]=[CH:14][CH:15]=[C:16]([O:17][CH2:22][C@H:23]4[O:25][CH2:24]4)[C:10]=3[CH:9]=2)=[N:5][CH:4]=1)[CH3:2]. (3) Given the reactants F[C:2](F)(F)[C:3]([OH:5])=O.[NH2:8][C:9]1[C:14]([C:15]([C:17]2[CH:22]=[CH:21][CH:20]=[CH:19][C:18]=2[O:23][CH3:24])=[O:16])=[CH:13][N:12]=[C:11]([NH:25][CH:26]2[CH2:31][CH2:30][NH:29][CH2:28][CH2:27]2)[N:10]=1.C(N(CC)CC)C.Cl.CN(C)CCCN=C=NCC.O.ON1C2C=CC=CC=2N=N1.C(O)(=O)C, predict the reaction product. The product is: [NH2:8][C:9]1[C:14]([C:15](=[O:16])[C:17]2[CH:22]=[CH:21][CH:20]=[CH:19][C:18]=2[O:23][CH3:24])=[CH:13][N:12]=[C:11]([NH:25][CH:26]2[CH2:31][CH2:30][N:29]([C:3](=[O:5])[CH3:2])[CH2:28][CH2:27]2)[N:10]=1. (4) The product is: [CH3:17][C:13]1[CH:14]=[C:15]([CH3:16])[C:10]2[O:9][CH2:8][C:7](=[O:18])[N:6]([CH2:5][CH2:4][C:3]([OH:19])=[O:2])[C:11]=2[CH:12]=1. Given the reactants C[O:2][C:3](=[O:19])[CH2:4][CH2:5][N:6]1[C:11]2[CH:12]=[C:13]([CH3:17])[CH:14]=[C:15]([CH3:16])[C:10]=2[O:9][CH2:8][C:7]1=[O:18].[OH-].[Na+], predict the reaction product.